The task is: Predict the reactants needed to synthesize the given product.. This data is from Full USPTO retrosynthesis dataset with 1.9M reactions from patents (1976-2016). (1) Given the product [Cl:32][C:30]1[CH:29]=[CH:28][C:27]2[N:26]([N:25]=[C:24]([N:23]3[CH2:6][CH2:5][O:4][CH2:3][CH2:2]3)[CH:33]=2)[CH:31]=1, predict the reactants needed to synthesize it. The reactants are: Br[CH2:2][CH2:3][O:4][CH2:5][CH2:6]Br.C(N(C(C)C)CC)(C)C.CN(C)C(=O)C.[NH2:23][C:24]1[CH:33]=[C:27]2[CH:28]=[CH:29][C:30]([Cl:32])=[CH:31][N:26]2[N:25]=1. (2) Given the product [NH2:1][C:2]1[C:3]([C:9](=[NH:10])[NH:12][OH:13])=[N:4][C:5]([Br:8])=[CH:6][N:7]=1, predict the reactants needed to synthesize it. The reactants are: [NH2:1][C:2]1[C:3]([C:9]#[N:10])=[N:4][C:5]([Br:8])=[CH:6][N:7]=1.Cl.[NH2:12][OH:13].C(N(CC)CC)C. (3) The reactants are: CO[C:3](=[O:20])[C:4]1[CH:9]=[CH:8][C:7]([CH2:10][N:11]2[CH2:16][CH2:15][CH2:14][N:13]3[CH2:17][CH2:18][CH2:19][CH:12]23)=[CH:6][CH:5]=1.[CH2:21]([NH2:27])[CH2:22][CH2:23][CH2:24][CH2:25][CH3:26].[C-]#N.[Na+].O. Given the product [N:11]1([CH2:10][C:7]2[CH:6]=[CH:5][C:4]([C:3]([NH:27][CH2:21][CH2:22][CH2:23][CH2:24][CH2:25][CH3:26])=[O:20])=[CH:9][CH:8]=2)[CH2:16][CH2:15][CH2:14][N:13]2[CH2:17][CH2:18][CH2:19][CH:12]12, predict the reactants needed to synthesize it. (4) Given the product [F:32][C:31]([F:34])([F:33])[CH:19]([OH:20])[C:18]([CH3:22])([CH3:21])[CH:17]([C:13]1[CH:12]=[C:11]2[C:16](=[CH:15][CH:14]=1)[N:8]([C:5]1[CH:4]=[CH:3][C:2]([F:1])=[CH:7][CH:6]=1)[N:9]=[CH:10]2)[C:23]1[CH:24]=[CH:25][CH:26]=[CH:27][CH:28]=1, predict the reactants needed to synthesize it. The reactants are: [F:1][C:2]1[CH:7]=[CH:6][C:5]([N:8]2[C:16]3[C:11](=[CH:12][C:13]([CH:17]([C:23]4[CH:28]=[CH:27][CH:26]=[CH:25][CH:24]=4)[C:18]([CH3:22])([CH3:21])[CH:19]=[O:20])=[CH:14][CH:15]=3)[CH:10]=[N:9]2)=[CH:4][CH:3]=1.C[Si](C)(C)[C:31]([F:34])([F:33])[F:32].[F-].C([N+](CCCC)(CCCC)CCCC)CCC. (5) Given the product [N:1]1[C:10]2[C:5](=[CH:6][CH:7]=[CH:8][CH:9]=2)[CH:4]=[CH:3][C:2]=1[CH2:11][O:12][C:13]1[CH:14]=[C:15]([CH:35]=[CH:36][CH:37]=1)[O:16][CH2:17][C:18]1[CH:19]=[CH:20][C:21]([C:24]2[N:28]=[N:27][N:26]([CH2:29][C:30]([OH:32])=[O:31])[N:25]=2)=[CH:22][CH:23]=1, predict the reactants needed to synthesize it. The reactants are: [N:1]1[C:10]2[C:5](=[CH:6][CH:7]=[CH:8][CH:9]=2)[CH:4]=[CH:3][C:2]=1[CH2:11][O:12][C:13]1[CH:14]=[C:15]([CH:35]=[CH:36][CH:37]=1)[O:16][CH2:17][C:18]1[CH:23]=[CH:22][C:21]([C:24]2[N:28]=[N:27][N:26]([CH2:29][C:30]([O:32]CC)=[O:31])[N:25]=2)=[CH:20][CH:19]=1.C(O)(=O)C. (6) Given the product [CH:1]([O:4][C:5]1[CH:6]=[C:7]2[C:11](=[CH:12][C:13]=1[N+:14]([O-:16])=[O:15])[C:10](=[O:17])[CH:9]([CH:18]1[CH2:23][CH2:22][N:21]([CH3:26])[CH2:20][CH2:19]1)[CH2:8]2)([CH3:3])[CH3:2], predict the reactants needed to synthesize it. The reactants are: [CH:1]([O:4][C:5]1[CH:6]=[C:7]2[C:11](=[CH:12][C:13]=1[N+:14]([O-:16])=[O:15])[C:10](=[O:17])[CH:9]([CH:18]1[CH2:23][CH2:22][NH:21][CH2:20][CH2:19]1)[CH2:8]2)([CH3:3])[CH3:2].C=O.[C:26]([BH3-])#N.[Na+]. (7) Given the product [C:2]([C:4]1[C:5]([O:33][CH:34]([CH3:36])[CH3:35])=[CH:6][C:7]([NH:10][C:11]([N:13]2[C:22]3[C:17](=[CH:18][C:19]([CH:28]4[CH2:32][CH2:31][O:30][CH2:29]4)=[C:20]([CH:23]=[O:24])[N:21]=3)[CH2:16][CH2:15][CH2:14]2)=[O:12])=[N:8][CH:9]=1)#[N:3], predict the reactants needed to synthesize it. The reactants are: Cl.[C:2]([C:4]1[C:5]([O:33][CH:34]([CH3:36])[CH3:35])=[CH:6][C:7]([NH:10][C:11]([N:13]2[C:22]3[C:17](=[CH:18][C:19]([CH:28]4[CH2:32][CH2:31][O:30][CH2:29]4)=[C:20]([CH:23](OC)[O:24]C)[N:21]=3)[CH2:16][CH2:15][CH2:14]2)=[O:12])=[N:8][CH:9]=1)#[N:3].C([O-])(O)=O.[Na+].